Task: Predict hERG channel inhibition at various concentrations.. Dataset: hERG Central: cardiac toxicity at 1µM, 10µM, and general inhibition (1) The molecule is COc1ccc(CN(C)C(C)C(=O)N(C)CC(=O)Nc2ccc(C)cc2)cc1F. Results: hERG_inhib (hERG inhibition (general)): blocker. (2) The drug is Cc1ccc(S(=O)(=O)N(C)C)cc1NC(=O)COC(=O)C1CCN(S(=O)(=O)c2cccs2)CC1. Results: hERG_inhib (hERG inhibition (general)): blocker.